Dataset: Peptide-MHC class I binding affinity with 185,985 pairs from IEDB/IMGT. Task: Regression. Given a peptide amino acid sequence and an MHC pseudo amino acid sequence, predict their binding affinity value. This is MHC class I binding data. (1) The peptide sequence is VGNVYVQF. The MHC is Mamu-B52 with pseudo-sequence Mamu-B52. The binding affinity (normalized) is 1.00. (2) The binding affinity (normalized) is 1.00. The peptide sequence is GSENVKSLY. The MHC is Mamu-A02 with pseudo-sequence Mamu-A02. (3) The peptide sequence is ALYDVVSTL. The MHC is HLA-A02:03 with pseudo-sequence HLA-A02:03. The binding affinity (normalized) is 0.832. (4) The peptide sequence is SRQKSGGGSGGF. The MHC is HLA-B27:05 with pseudo-sequence HLA-B27:05. The binding affinity (normalized) is 0.0118. (5) The peptide sequence is LFSKNILKYY. The MHC is HLA-A03:01 with pseudo-sequence HLA-A03:01. The binding affinity (normalized) is 0.0431. (6) The peptide sequence is VYENAFLPF. The MHC is HLA-A30:02 with pseudo-sequence HLA-A30:02. The binding affinity (normalized) is 0.0113. (7) The peptide sequence is LLTQSNAGF. The MHC is HLA-B15:02 with pseudo-sequence HLA-B15:02. The binding affinity (normalized) is 0.640.